From a dataset of Reaction yield outcomes from USPTO patents with 853,638 reactions. Predict the reaction yield, written as a fraction of the theoretical maximum amount of product (1.0 means a 100% yield; for example, 0.34 means a 34% yield). The reactants are Cl.[CH3:2][NH2:3].C[Al](C)C.[NH2:8][C:9]1[CH:13]=[C:12]([C:14]([CH3:17])([CH3:16])[CH3:15])[O:11][C:10]=1[C:18]([O:20]C)=O.Cl.[OH-].[Na+]. The catalyst is C1(C)C=CC=CC=1. The product is [CH3:2][NH:3][C:18]([C:10]1[O:11][C:12]([C:14]([CH3:17])([CH3:16])[CH3:15])=[CH:13][C:9]=1[NH2:8])=[O:20]. The yield is 0.910.